From a dataset of Cav3 T-type calcium channel HTS with 100,875 compounds. Binary Classification. Given a drug SMILES string, predict its activity (active/inactive) in a high-throughput screening assay against a specified biological target. (1) The molecule is S(c1n(Cc2occc2)c(nn1)c1ccccc1)Cc1ccc(cc1)C#N. The result is 0 (inactive). (2) The molecule is S(=O)(=O)(N1CCC(CC1)C(=O)NC1CCCCCCC1)N(CC(C)C)CC(C)C. The result is 0 (inactive). (3) The compound is Fc1ccc(C(=O)C2CCN(CC2)C(=O)Nc2ccc(OCC)cc2)cc1. The result is 0 (inactive). (4) The drug is Fc1c(NC(=O)NC(C)C(OC)=O)cccc1. The result is 0 (inactive). (5) The molecule is O(c1ccc(OC)cc1)c1n(nnn1)c1ccccc1. The result is 0 (inactive). (6) The drug is Clc1c(C2=NOC(Cn3c4c(c(cc3=O)C)cccc4)C2)cccc1. The result is 0 (inactive). (7) The molecule is Clc1c(nn(c1)C)C(=O)NNC(=S)Nc1cc(ccc1)C. The result is 0 (inactive). (8) The result is 1 (active). The drug is O=C(N1CCN(CC1)c1c(NC(=O)COc2c(C(C)C)ccc(c2)C)cccc1)C. (9) The drug is S(c1n(c(nn1)C1CCCCC1)CC)CC(=O)Nc1ccccc1. The result is 0 (inactive).